Dataset: Peptide-MHC class I binding affinity with 185,985 pairs from IEDB/IMGT. Task: Regression. Given a peptide amino acid sequence and an MHC pseudo amino acid sequence, predict their binding affinity value. This is MHC class I binding data. The peptide sequence is ETKKTMLAL. The MHC is HLA-B08:01 with pseudo-sequence HLA-B08:01. The binding affinity (normalized) is 0.463.